Dataset: Full USPTO retrosynthesis dataset with 1.9M reactions from patents (1976-2016). Task: Predict the reactants needed to synthesize the given product. Given the product [CH3:1][C@H:2]1[C@@H:6]([C:7]2[N:11]3[C:12]4[CH:18]=[CH:17][NH:16][C:13]=4[N:14]=[CH:15][C:10]3=[N:9][N:8]=2)[CH2:5][C@H:4]([CH2:29][CH2:30][C:31]#[N:32])[CH2:3]1, predict the reactants needed to synthesize it. The reactants are: [CH3:1][C@H:2]1[C@@H:6]([C:7]2[N:11]3[C:12]4[CH:18]=[CH:17][N:16](S(C5C=CC(C)=CC=5)(=O)=O)[C:13]=4[N:14]=[CH:15][C:10]3=[N:9][N:8]=2)[CH2:5][C@H:4]([CH2:29][CH2:30][C:31]#[N:32])[CH2:3]1.[C-]#N.[K+].